This data is from Full USPTO retrosynthesis dataset with 1.9M reactions from patents (1976-2016). The task is: Predict the reactants needed to synthesize the given product. (1) Given the product [CH2:1]([O:3][C:4]1[C:13]2[C:8](=[CH:9][CH:10]=[C:11](/[CH:14]=[C:15]3/[C:16](=[O:22])[N:17]=[C:18]([NH:31][CH2:30][C:26]4[S:25][CH:29]=[CH:28][N:27]=4)[S:19]/3)[CH:12]=2)[N:7]=[CH:6][C:5]=1[C:23]#[N:24])[CH3:2], predict the reactants needed to synthesize it. The reactants are: [CH2:1]([O:3][C:4]1[C:13]2[C:8](=[CH:9][CH:10]=[C:11](/[CH:14]=[C:15]3/[C:16](=[O:22])[N:17]=[C:18](SC)[S:19]/3)[CH:12]=2)[N:7]=[CH:6][C:5]=1[C:23]#[N:24])[CH3:2].[S:25]1[CH:29]=[CH:28][N:27]=[C:26]1[CH2:30][NH2:31].CCN(C(C)C)C(C)C. (2) Given the product [N:19]([C@@H:13]1[C@@H:12]([CH3:22])[O:11][C@H:6]([O:7][CH2:8][CH:9]=[CH2:10])[C@@H:5]([OH:4])[C@H:14]1[OH:15])=[N+:20]=[N-:21], predict the reactants needed to synthesize it. The reactants are: C([O:4][C@H:5]1[C@@H:14]([O:15]C(=O)C)[C@H:13]([N:19]=[N+:20]=[N-:21])[C@@H:12]([CH3:22])[O:11][C@@H:6]1[O:7][CH2:8][CH:9]=[CH2:10])(=O)C.C[O-].[Na+]. (3) Given the product [C:13]([CH:11]1[CH2:12][O:2][N:3]([C:4]([O:6][CH2:7][CH3:8])=[O:5])[CH2:9][CH2:10]1)#[N:14], predict the reactants needed to synthesize it. The reactants are: C(=O)(OC(C)(C)C)[O:2][N:3]([CH2:9][CH2:10][C:11]([C:13]#[N:14])=[CH2:12])[C:4]([O:6][CH2:7][CH3:8])=[O:5].FC(F)(F)C(O)=O.C(=O)([O-])[O-].[K+].[K+]. (4) Given the product [Cl:18][C:11]1[CH:10]=[C:9](/[CH:8]=[C:4]2/[C:5](=[O:7])[N:6]3[CH:20]=[C:21]([C:23]4[CH:28]=[CH:27][C:26]([N:29]([CH2:32][CH3:33])[CH2:30][CH3:31])=[CH:25][CH:24]=4)[N:1]=[C:2]3[S:3]/2)[CH:14]=[C:13]([O:15][CH3:16])[C:12]=1[OH:17], predict the reactants needed to synthesize it. The reactants are: [NH2:1][C:2]1[S:3]/[C:4](=[CH:8]\[C:9]2[CH:14]=[C:13]([O:15][CH3:16])[C:12]([OH:17])=[C:11]([Cl:18])[CH:10]=2)/[C:5](=[O:7])[N:6]=1.Br[CH2:20][C:21]([C:23]1[CH:28]=[CH:27][C:26]([N:29]([CH2:32][CH3:33])[CH2:30][CH3:31])=[CH:25][CH:24]=1)=O. (5) Given the product [F:32][C:11]1[CH:12]=[C:13]([O:17][C@H:18]2[CH2:23][CH2:22][CH2:21][CH2:20][C@@H:19]2[C:24]2[CH:25]=[N:26][NH:27][CH:28]=2)[CH:14]=[C:15]([F:16])[C:10]=1[S:7]([NH:6][C:33]1[CH:38]=[CH:37][N:36]=[CH:35][N:34]=1)(=[O:8])=[O:9], predict the reactants needed to synthesize it. The reactants are: COC1C=C(OC)C=CC=1C[N:6]([C:33]1[CH:38]=[CH:37][N:36]=[CH:35][N:34]=1)[S:7]([C:10]1[C:15]([F:16])=[CH:14][C:13]([O:17][C@H:18]2[CH2:23][CH2:22][CH2:21][CH2:20][C@@H:19]2[C:24]2[CH:25]=[N:26][N:27](COC)[CH:28]=2)=[CH:12][C:11]=1[F:32])(=[O:9])=[O:8].C([SiH](CC)CC)C.FC(F)(F)C(O)=O.Cl. (6) The reactants are: [O:1]=[C:2]1[C:7]([CH2:8][C:9]2[CH:14]=[CH:13][C:12]([C:15]3[C:16]([C:21]#[N:22])=[CH:17][CH:18]=[CH:19][CH:20]=3)=[CH:11][CH:10]=2)=[C:6]([CH2:23][CH2:24][CH3:25])[N:5]2[N:26]=[CH:27][N:28]=[C:4]2[NH:3]1.[C:29]([O:32][CH2:33][C:34]([CH3:46])([CH3:45])[O:35][C:36]1[CH:41]=[CH:40][C:39](B(O)O)=[CH:38][CH:37]=1)(=[O:31])[CH3:30].N1C=CC=CC=1.C(N(CC)CC)C. Given the product [C:29]([O:32][CH2:33][C:34]([O:35][C:36]1[CH:37]=[CH:38][C:39]([N:3]2[C:2](=[O:1])[C:7]([CH2:8][C:9]3[CH:10]=[CH:11][C:12]([C:15]4[CH:20]=[CH:19][CH:18]=[CH:17][C:16]=4[C:21]#[N:22])=[CH:13][CH:14]=3)=[C:6]([CH2:23][CH2:24][CH3:25])[N:5]3[N:26]=[CH:27][N:28]=[C:4]23)=[CH:40][CH:41]=1)([CH3:46])[CH3:45])(=[O:31])[CH3:30], predict the reactants needed to synthesize it. (7) The reactants are: [O:1]([C:8]1[CH:13]=[CH:12][CH:11]=[CH:10][C:9]=1[CH2:14][OH:15])[C:2]1[CH:7]=[CH:6][CH:5]=[CH:4][CH:3]=1.[CH3:16][O:17][C:18](=[O:27])[CH2:19][C:20]1[CH:25]=[CH:24][C:23](O)=[CH:22][CH:21]=1.C1(P(C2C=CC=CC=2)C2C=CC=CC=2)C=CC=CC=1.N(C(OCC)=O)=NC(OCC)=O. Given the product [CH3:16][O:17][C:18](=[O:27])[CH2:19][C:20]1[CH:21]=[CH:22][C:23]([O:15][CH2:14][C:9]2[CH:10]=[CH:11][CH:12]=[CH:13][C:8]=2[O:1][C:2]2[CH:3]=[CH:4][CH:5]=[CH:6][CH:7]=2)=[CH:24][CH:25]=1, predict the reactants needed to synthesize it. (8) Given the product [F:2][C:3]([F:13])([F:14])[O:4][C:5]1[CH:6]=[CH:7][C:8]([N:11]2[CH2:16][CH2:17][C:18](=[O:19])[NH:12]2)=[CH:9][CH:10]=1, predict the reactants needed to synthesize it. The reactants are: Cl.[F:2][C:3]([F:14])([F:13])[O:4][C:5]1[CH:10]=[CH:9][C:8]([NH:11][NH2:12])=[CH:7][CH:6]=1.Cl[CH2:16][CH2:17][C:18](Cl)=[O:19].CCN(C(C)C)C(C)C. (9) Given the product [N+:21]([C:2]1[CH:3]=[C:4]2[C:15]3[C:16]4[C:7]([C:6](=[O:19])[C:5]2=[O:20])=[CH:8][CH:9]=[CH:10][C:11]=4[C:12](=[O:18])[C:13](=[O:17])[C:14]=3[CH:1]=1)([O-:23])=[O:22], predict the reactants needed to synthesize it. The reactants are: [CH:1]1[C:14]2=[C:15]3[C:16]4[C:7](=[CH:8][CH:9]=[CH:10][C:11]=4[C:12](=[O:18])[C:13]2=[O:17])[C:6](=[O:19])[C:5](=[O:20])[C:4]3=[CH:3][CH:2]=1.[N+:21]([O-])([OH:23])=[O:22]. (10) Given the product [C:1]1([S:7]([N:10]2[C:14]3=[N:15][CH:16]=[C:17]([Br:19])[CH:18]=[C:13]3[C:12]([C:43]3[CH:42]=[N:41][N:40]([C:21]([C:28]4[CH:33]=[CH:32][CH:31]=[CH:30][CH:29]=4)([C:22]4[CH:23]=[CH:24][CH:25]=[CH:26][CH:27]=4)[C:34]4[CH:39]=[CH:38][CH:37]=[CH:36][CH:35]=4)[CH:44]=3)=[CH:11]2)(=[O:9])=[O:8])[CH:6]=[CH:5][CH:4]=[CH:3][CH:2]=1, predict the reactants needed to synthesize it. The reactants are: [C:1]1([S:7]([N:10]2[C:14]3=[N:15][CH:16]=[C:17]([Br:19])[CH:18]=[C:13]3[C:12](I)=[CH:11]2)(=[O:9])=[O:8])[CH:6]=[CH:5][CH:4]=[CH:3][CH:2]=1.[C:21]([N:40]1[CH:44]=[C:43](B(O)O)[CH:42]=[N:41]1)([C:34]1[CH:39]=[CH:38][CH:37]=[CH:36][CH:35]=1)([C:28]1[CH:33]=[CH:32][CH:31]=[CH:30][CH:29]=1)[C:22]1[CH:27]=[CH:26][CH:25]=[CH:24][CH:23]=1.C([O-])([O-])=O.[Na+].[Na+].[Li+].[Cl-].